Task: Predict which catalyst facilitates the given reaction.. Dataset: Catalyst prediction with 721,799 reactions and 888 catalyst types from USPTO (1) Reactant: B([C:4]1[CH:5]=[C:6]([CH:10]=[C:11]([F:14])[C:12]=1[CH3:13])[C:7]([OH:9])=[O:8])(O)O.Br[C:16]1[C:21](=[O:22])[N:20]([CH3:23])[C:19]2[N:24]([C:27]3[C:32]([F:33])=[CH:31][CH:30]=[CH:29][C:28]=3[F:34])[N:25]=[CH:26][C:18]=2[CH:17]=1.C(=O)([O-])[O-].[Na+].[Na+].CCOCC. Product: [F:33][C:32]1[CH:31]=[CH:30][CH:29]=[C:28]([F:34])[C:27]=1[N:24]1[C:19]2[N:20]([CH3:23])[C:21](=[O:22])[C:16]([C:4]3[CH:5]=[C:6]([CH:10]=[C:11]([F:14])[C:12]=3[CH3:13])[C:7]([OH:9])=[O:8])=[CH:17][C:18]=2[CH:26]=[N:25]1. The catalyst class is: 77. (2) Reactant: C(C1C(C2CN(C)CCC=2)=NNC=1)#CCCCC.[CH2:19]([CH:24]1[CH2:29][CH2:28][CH2:27][CH2:26][CH2:25]1)[CH2:20][CH2:21][C:22]#[CH:23].[C:30]1([S:36]([N:39]2[CH:43]=[C:42](I)[C:41]([C:45]3[CH:46]=[N:47][CH:48]=[CH:49][CH:50]=3)=[N:40]2)(=[O:38])=[O:37])[CH:35]=[CH:34][CH:33]=[CH:32][CH:31]=1. Product: [C:30]1([S:36]([N:39]2[CH:43]=[C:42]([C:23]#[C:22][CH2:21][CH2:20][CH2:19][CH:24]3[CH2:29][CH2:28][CH2:27][CH2:26][CH2:25]3)[C:41]([C:45]3[CH:46]=[N:47][CH:48]=[CH:49][CH:50]=3)=[N:40]2)(=[O:37])=[O:38])[CH:35]=[CH:34][CH:33]=[CH:32][CH:31]=1. The catalyst class is: 27. (3) Reactant: [CH2:1]1[C:10]2[C:5](=[CH:6][C:7]([N:11]3[CH2:15][C@H:14]([CH2:16][NH:17][C:18](=[O:20])[CH3:19])[O:13][C:12]3=[O:21])=[CH:8][CH:9]=2)[CH2:4][CH2:3][NH:2]1.C([O-])(O)=O.[Na+].Cl[C:28]([O:30][CH3:31])=[O:29]. Product: [C:18]([NH:17][CH2:16][C@@H:14]1[O:13][C:12](=[O:21])[N:11]([C:7]2[CH:6]=[C:5]3[C:10](=[CH:9][CH:8]=2)[CH2:1][N:2]([C:28]([O:30][CH3:31])=[O:29])[CH2:3][CH2:4]3)[CH2:15]1)(=[O:20])[CH3:19]. The catalyst class is: 249.